Dataset: Reaction yield outcomes from USPTO patents with 853,638 reactions. Task: Predict the reaction yield, written as a fraction of the theoretical maximum amount of product (1.0 means a 100% yield; for example, 0.34 means a 34% yield). The reactants are I[C:2]1[CH:3]=[CH:4][C:5]([C:8]([F:11])([F:10])[F:9])=[N:6][CH:7]=1.Br[C:13]([F:20])([F:19])[C:14]([O:16][CH2:17][CH3:18])=[O:15].O.O.O.P([O-])([O-])(O)=O.[K+].[K+]. The catalyst is CN(C=O)C.O. The product is [F:19][C:13]([F:20])([C:2]1[CH:7]=[N:6][C:5]([C:8]([F:11])([F:10])[F:9])=[CH:4][CH:3]=1)[C:14]([O:16][CH2:17][CH3:18])=[O:15]. The yield is 0.630.